The task is: Predict which catalyst facilitates the given reaction.. This data is from Catalyst prediction with 721,799 reactions and 888 catalyst types from USPTO. (1) Reactant: [F:1][C:2]([F:20])([F:19])[O:3][C:4]1[CH:9]=[CH:8][C:7]([CH:10]=[CH:11][C:12]2[O:13][CH:14]=[C:15]([CH2:17][OH:18])[N:16]=2)=[CH:6][CH:5]=1.CC(C)([O-])C.[Na+].Cl[C:28]1[N:29]=[N:30][C:31]([CH2:34][CH2:35][CH2:36][CH2:37][N:38]2[CH:42]=[CH:41][N:40]=[N:39]2)=[CH:32][CH:33]=1.C(OCC)(=O)C. Product: [N:38]1([CH2:37][CH2:36][CH2:35][CH2:34][C:31]2[N:30]=[N:29][C:28]([O:18][CH2:17][C:15]3[N:16]=[C:12]([CH:11]=[CH:10][C:7]4[CH:8]=[CH:9][C:4]([O:3][C:2]([F:1])([F:19])[F:20])=[CH:5][CH:6]=4)[O:13][CH:14]=3)=[CH:33][CH:32]=2)[CH:42]=[CH:41][N:40]=[N:39]1. The catalyst class is: 7. (2) The catalyst class is: 7. Product: [CH2:13]([O:15][C:16]([C:17]1[CH2:18][O:10][C:4]2[C:5]([CH:6]=1)=[CH:8][CH:9]=[C:2]([Cl:1])[CH:3]=2)=[O:27])[CH3:14]. Reactant: [Cl:1][C:2]1[CH:9]=[CH:8][C:5]([CH:6]=O)=[C:4]([OH:10])[CH:3]=1.[H-].[Na+].[CH2:13]([O:15][C:16](=[O:27])[C:17](P(OCC)(OCC)=O)=[CH2:18])[CH3:14].